From a dataset of Catalyst prediction with 721,799 reactions and 888 catalyst types from USPTO. Predict which catalyst facilitates the given reaction. (1) Reactant: N1C2C(=CC([NH:10][C:11]3[C:20]4[C:15](=[CH:16][C:17]([O:26][CH3:27])=[C:18]([O:21][CH2:22][C:23](O)=[O:24])[CH:19]=4)[N:14]=[C:13]([C:28]4[CH:33]=[CH:32][CH:31]=[C:30]([C:34]5[CH:39]=[CH:38][CH:37]=[CH:36][CH:35]=5)[CH:29]=4)[N:12]=3)=CC=2)C=N1.C1CN([P+](ON2[N:65]=[N:64][C:59]3[CH:60]=[CH:61][CH:62]=[CH:63][C:58]2=3)(N2CCCC2)N2CCCC2)CC1.F[P-](F)(F)(F)(F)F.[CH3:73]CN(C(C)C)C(C)C.[CH3:82][N:83]1[CH2:88][CH2:87][NH:86][CH2:85][CH2:84]1. Product: [NH:64]1[C:59]2[C:58](=[CH:63][C:62]([NH:10][C:11]3[C:20]4[C:15](=[CH:16][C:17]([O:26][CH3:27])=[C:18]([O:21][CH2:22][C:23]([N:86]5[CH2:87][CH2:88][N:83]([CH3:82])[CH2:84][CH2:85]5)=[O:24])[CH:19]=4)[N:14]=[C:13]([C:28]4[CH:33]=[CH:32][CH:31]=[C:30]([C:34]5[CH:39]=[CH:38][CH:37]=[CH:36][CH:35]=5)[CH:29]=4)[N:12]=3)=[CH:61][CH:60]=2)[CH:73]=[N:65]1. The catalyst class is: 85. (2) Reactant: [NH2:1][C@@H:2]([CH3:35])[C:3]([NH:5][C:6]1[CH:7]=[C:8]2[C:13](=[CH:14][C:15]=1OCC)[N:12]=[CH:11][N:10]=[C:9]2[NH:19][C:20]1[CH:25]=[CH:24][C:23]([O:26][CH2:27][C:28]2[CH:33]=[CH:32][CH:31]=[CH:30][N:29]=2)=[C:22]([Cl:34])[CH:21]=1)=[O:4].[C:36](Cl)(=[O:39])[CH:37]=[CH2:38].[C:41](=O)(O)[O-:42].[Na+]. The catalyst class is: 20. Product: [Cl:34][C:22]1[CH:21]=[C:20]([NH:19][C:9]2[C:8]3[C:13](=[CH:14][C:15]([O:42][CH3:41])=[C:6]([NH:5][C:3]([C@@H:2]([NH:1][C:36](=[O:39])[CH:37]=[CH2:38])[CH3:35])=[O:4])[CH:7]=3)[N:12]=[CH:11][N:10]=2)[CH:25]=[CH:24][C:23]=1[O:26][CH2:27][C:28]1[CH:33]=[CH:32][CH:31]=[CH:30][N:29]=1. (3) Reactant: [Cl:1][C:2]1[CH:3]=[C:4]([C:11]2[CH:16]=[CH:15][C:14]([C:17]([N:19]3[CH2:24][CH2:23][CH:22]([C:25]([F:28])([F:27])[F:26])[CH2:21][CH2:20]3)=[O:18])=[CH:13][CH:12]=2)[CH:5]=[C:6]([Cl:10])[C:7]=1[CH2:8]O.C1(P(C2C=CC=CC=2)C2C=CC=CC=2)C=CC=CC=1.C(Br)(Br)(Br)[Br:49]. Product: [Br:49][CH2:8][C:7]1[C:2]([Cl:1])=[CH:3][C:4]([C:11]2[CH:16]=[CH:15][C:14]([C:17]([N:19]3[CH2:24][CH2:23][CH:22]([C:25]([F:28])([F:27])[F:26])[CH2:21][CH2:20]3)=[O:18])=[CH:13][CH:12]=2)=[CH:5][C:6]=1[Cl:10]. The catalyst class is: 4. (4) Reactant: [CH2:1]([O:8][C:9]([NH:11][C:12]([CH3:17])([C:14]([OH:16])=O)[CH3:13])=[O:10])[C:2]1[CH:7]=[CH:6][CH:5]=[CH:4][CH:3]=1.C1C=CC2N(O)N=NC=2C=1.CCN=C=NCCCN(C)C.Cl.[Br:40][C:41]1[CH:42]=[C:43]([NH2:48])[C:44]([NH2:47])=[CH:45][CH:46]=1. Product: [NH2:47][C:44]1[CH:45]=[CH:46][C:41]([Br:40])=[CH:42][C:43]=1[NH:48][C:14](=[O:16])[C:12]([NH:11][C:9](=[O:10])[O:8][CH2:1][C:2]1[CH:3]=[CH:4][CH:5]=[CH:6][CH:7]=1)([CH3:13])[CH3:17]. The catalyst class is: 34. (5) Reactant: [C:1]([S:5][CH2:6][C@@H:7]([NH:10][C@@:11]([C:26]1[CH:31]=[CH:30][C:29]([Cl:32])=[CH:28][CH:27]=1)([CH3:25])[C@@H:12]([C:18]1[CH:23]=[CH:22][CH:21]=[C:20]([Cl:24])[CH:19]=1)[O:13][CH2:14][C:15](O)=[O:16])[CH2:8][CH3:9])([CH3:4])([CH3:3])[CH3:2].C(N(CC)C(C)C)C.CN(C(ON1N=NC2C=CC=NC1=2)=[N+](C)C)C.F[P-](F)(F)(F)(F)F. Product: [C:1]([S:5][CH2:6][C@@H:7]([N:10]1[C@@:11]([C:26]2[CH:31]=[CH:30][C:29]([Cl:32])=[CH:28][CH:27]=2)([CH3:25])[C@@H:12]([C:18]2[CH:23]=[CH:22][CH:21]=[C:20]([Cl:24])[CH:19]=2)[O:13][CH2:14][C:15]1=[O:16])[CH2:8][CH3:9])([CH3:2])([CH3:3])[CH3:4]. The catalyst class is: 3.